Dataset: Peptide-MHC class I binding affinity with 185,985 pairs from IEDB/IMGT. Task: Regression. Given a peptide amino acid sequence and an MHC pseudo amino acid sequence, predict their binding affinity value. This is MHC class I binding data. (1) The peptide sequence is KEVNAKIEPF. The MHC is HLA-B44:03 with pseudo-sequence HLA-B44:03. The binding affinity (normalized) is 0.285. (2) The peptide sequence is EQGDIALAL. The MHC is HLA-A03:01 with pseudo-sequence HLA-A03:01. The binding affinity (normalized) is 0. (3) The peptide sequence is TQLPSKPHY. The MHC is HLA-A68:02 with pseudo-sequence HLA-A68:02. The binding affinity (normalized) is 0.0847. (4) The peptide sequence is DEDDSEPVL. The MHC is HLA-B44:02 with pseudo-sequence HLA-B44:02. The binding affinity (normalized) is 0.0246. (5) The peptide sequence is TVMAFHLTTR. The MHC is HLA-A33:01 with pseudo-sequence HLA-A33:01. The binding affinity (normalized) is 0.806. (6) The peptide sequence is AVYSTFLHR. The MHC is HLA-B46:01 with pseudo-sequence HLA-B46:01. The binding affinity (normalized) is 0.0847. (7) The peptide sequence is FCVKVLAPY. The MHC is HLA-A26:02 with pseudo-sequence HLA-A26:02. The binding affinity (normalized) is 0.622.